This data is from Experimentally validated miRNA-target interactions with 360,000+ pairs, plus equal number of negative samples. The task is: Binary Classification. Given a miRNA mature sequence and a target amino acid sequence, predict their likelihood of interaction. The miRNA is hsa-miR-3664-5p with sequence AACUCUGUCUUCACUCAUGAGU. The protein sequence of the target gene is MLSLDFLDDVRRMNKRQLYYQVLNFGMIVSSALMIWKGLMVITGSESPIVVVLSGSMEPAFHRGDLLFLTNRVEDPIRVGEIVVFRIEGREIPIVHRVLKIHEKQNGHIKFLTKGDNNAVDDRGLYKQGQHWLEKKDVVGRARGFVPYIGIVTILMNDYPKFKYAVLFLLGLFVLVHRE. Result: 0 (no interaction).